Dataset: Forward reaction prediction with 1.9M reactions from USPTO patents (1976-2016). Task: Predict the product of the given reaction. (1) Given the reactants [Cl:1][C:2]1[C:9]([CH3:10])=[C:8]([N:11]2[CH:15]([CH3:16])[C:14](=[O:17])[C:13]([CH3:19])([CH3:18])[C:12]2=[O:20])[CH:7]=[CH:6][C:3]=1[C:4]#[N:5].[CH3:21][Mg]Br.C1COCC1, predict the reaction product. The product is: [Cl:1][C:2]1[C:9]([CH3:10])=[C:8]([N:11]2[C:12](=[O:20])[C:13]([CH3:19])([CH3:18])[C@:14]([OH:17])([CH3:21])[C@H:15]2[CH3:16])[CH:7]=[CH:6][C:3]=1[C:4]#[N:5]. (2) Given the reactants O[CH:2]=[C:3]1[C:11]2[C:6](=[CH:7][C:8]([C:12]([C:14]3[CH:19]=[CH:18][C:17]([NH:20][C:21]([C:23]4[N:24]([C:29]([CH3:32])([CH3:31])[CH3:30])[N:25]=[C:26]([CH3:28])[CH:27]=4)=[O:22])=[CH:16][CH:15]=3)=[O:13])=[CH:9][CH:10]=2)[NH:5][C:4]1=[O:33].[NH2:34][C:35]1[CH:36]=[CH:37][C:38](OC)=[C:39]([OH:41])[CH:40]=1.[CH2:44]1COCC1, predict the reaction product. The product is: [OH:41][C:39]1[CH:40]=[C:35]([NH:34][CH:2]=[C:3]2[C:11]3[C:6](=[CH:7][C:8]([C:12]([C:14]4[CH:19]=[CH:18][C:17]([NH:20][C:21]([C:23]5[N:24]([C:29]([CH3:32])([CH3:31])[CH3:30])[N:25]=[C:26]([CH3:28])[CH:27]=5)=[O:22])=[CH:16][CH:15]=4)=[O:13])=[CH:9][CH:10]=3)[NH:5][C:4]2=[O:33])[CH:36]=[CH:37][C:38]=1[CH3:44]. (3) Given the reactants [C:1]([C:5]1[CH:13]=[CH:12][C:8]([CH:9]=[N:10][OH:11])=[CH:7][CH:6]=1)([CH3:4])([CH3:3])[CH3:2].Br[CH2:15][C:16]1[CH:21]=[CH:20][C:19]([CH2:22][C:23]([OH:25])=[O:24])=[CH:18][CH:17]=1, predict the reaction product. The product is: [C:1]([C:5]1[CH:6]=[CH:7][C:8]([CH:9]=[N:10][O:11][CH2:15][C:16]2[CH:17]=[CH:18][C:19]([CH2:22][C:23]([OH:25])=[O:24])=[CH:20][CH:21]=2)=[CH:12][CH:13]=1)([CH3:4])([CH3:2])[CH3:3].